Dataset: Forward reaction prediction with 1.9M reactions from USPTO patents (1976-2016). Task: Predict the product of the given reaction. (1) The product is: [CH3:27][O:26][C:23]1[CH:24]=[CH:25][C:20]([CH2:19][O:18][C:17]2[CH:16]=[CH:15][C:12]([CH:13]=[O:14])=[CH:11][C:10]=2[O:9][CH2:1][C:2]2[CH:7]=[CH:6][CH:5]=[CH:4][CH:3]=2)=[CH:21][CH:22]=1. Given the reactants [CH2:1](Br)[C:2]1[CH:7]=[CH:6][CH:5]=[CH:4][CH:3]=1.[OH:9][C:10]1[CH:11]=[C:12]([CH:15]=[CH:16][C:17]=1[O:18][CH2:19][C:20]1[CH:25]=[CH:24][C:23]([O:26][CH3:27])=[CH:22][CH:21]=1)[CH:13]=[O:14].C(=O)([O-])[O-].[Cs+].[Cs+], predict the reaction product. (2) Given the reactants [O:1]=[C:2]1[N:7]([C:8]2[CH:13]=[CH:12][C:11]([O:14][CH2:15][C:16]([F:19])([F:18])[F:17])=[CH:10][CH:9]=2)[C:6]([S:20][CH2:21][CH2:22][CH2:23][C:24]([NH:26][CH2:27][CH2:28][C:29]([O:31]CC)=[O:30])=[O:25])=[N:5][C:4]2[CH:34]=[CH:35][NH:36][C:3]1=2.O1CCCC1.[OH-].[Na+].Cl, predict the reaction product. The product is: [O:1]=[C:2]1[N:7]([C:8]2[CH:13]=[CH:12][C:11]([O:14][CH2:15][C:16]([F:17])([F:18])[F:19])=[CH:10][CH:9]=2)[C:6]([S:20][CH2:21][CH2:22][CH2:23][C:24]([NH:26][CH2:27][CH2:28][C:29]([OH:31])=[O:30])=[O:25])=[N:5][C:4]2[CH:34]=[CH:35][NH:36][C:3]1=2.